From a dataset of Full USPTO retrosynthesis dataset with 1.9M reactions from patents (1976-2016). Predict the reactants needed to synthesize the given product. Given the product [ClH:16].[CH2:1]([O:8][C:9]1[CH:10]=[CH:11][C:12]([NH:13][C:17]2[C:26]3[C:21](=[CH:22][CH:23]=[C:24]([C:27]4[O:28][C:29]([CH3:32])=[N:30][N:31]=4)[CH:25]=3)[N:20]=[CH:19][N:18]=2)=[CH:14][CH:15]=1)[C:2]1[CH:3]=[CH:4][CH:5]=[CH:6][CH:7]=1, predict the reactants needed to synthesize it. The reactants are: [CH2:1]([O:8][C:9]1[CH:15]=[CH:14][C:12]([NH2:13])=[CH:11][CH:10]=1)[C:2]1[CH:7]=[CH:6][CH:5]=[CH:4][CH:3]=1.[Cl:16][C:17]1[C:26]2[C:21](=[CH:22][CH:23]=[C:24]([C:27]3[O:28][C:29]([CH3:32])=[N:30][N:31]=3)[CH:25]=2)[N:20]=[CH:19][N:18]=1.